This data is from Retrosynthesis with 50K atom-mapped reactions and 10 reaction types from USPTO. The task is: Predict the reactants needed to synthesize the given product. (1) Given the product CCCCc1nn(-c2ccc(C(F)(F)F)cn2)cc1CCC(=O)OCC, predict the reactants needed to synthesize it. The reactants are: CCCCc1nn(-c2ccc(C(F)(F)F)cn2)cc1/C=C/C(=O)OCC. (2) The reactants are: BrCc1ccccc1.Oc1cc(Br)ccn1. Given the product Brc1ccnc(OCc2ccccc2)c1, predict the reactants needed to synthesize it.